This data is from HIV replication inhibition screening data with 41,000+ compounds from the AIDS Antiviral Screen. The task is: Binary Classification. Given a drug SMILES string, predict its activity (active/inactive) in a high-throughput screening assay against a specified biological target. (1) The compound is O=P1(Oc2ccccc2)C(c2ccccc2)C(c2ccccc2)=NN1c1ccccc1. The result is 0 (inactive). (2) The compound is C[N+]1([O-])C2CC(OC(=O)C(CO)c3ccccc3)CC1C1OC12. The result is 0 (inactive). (3) The molecule is CC(C)(C)CP(=S)(CCP(CCP(=S)(CC(C)(C)C)CC(C)(C)C)CCP(=S)(CC(C)(C)C)CC(C)(C)C)CC(C)(C)C. The result is 0 (inactive). (4) The molecule is Cc1cc2c(cc1C)N1Cc3c(ccc(C)c3C)N(C2)C1.Cc1cc2c(cc1C)N1Cc3cc(C)c(C)cc3N(C2)C1. The result is 0 (inactive). (5) The drug is C[N+](C)(C)CC1CCCC1=NOC(=O)c1ccccc1.[I-]. The result is 0 (inactive).